Dataset: Peptide-MHC class II binding affinity with 134,281 pairs from IEDB. Task: Regression. Given a peptide amino acid sequence and an MHC pseudo amino acid sequence, predict their binding affinity value. This is MHC class II binding data. (1) The peptide sequence is PIYIVTPTNASHIQS. The MHC is HLA-DQA10104-DQB10503 with pseudo-sequence HLA-DQA10104-DQB10503. The binding affinity (normalized) is 0. (2) The peptide sequence is RRDLRLASNAICSAVPV. The MHC is DRB1_0101 with pseudo-sequence DRB1_0101. The binding affinity (normalized) is 0.692. (3) The peptide sequence is LVSAAVVAAAAILGP. The MHC is H-2-IAd with pseudo-sequence H-2-IAd. The binding affinity (normalized) is 0.398. (4) The peptide sequence is SARLRLLRDRLVEGV. The MHC is DRB3_0202 with pseudo-sequence DRB3_0202. The binding affinity (normalized) is 0.0789. (5) The peptide sequence is RKHIEWNCDVCRHGD. The MHC is DRB1_0301 with pseudo-sequence DRB1_0301. The binding affinity (normalized) is 0.160. (6) The peptide sequence is FPGGKCSGITVSSTY. The MHC is DRB1_0405 with pseudo-sequence DRB1_0405. The binding affinity (normalized) is 0.161. (7) The binding affinity (normalized) is 0.138. The MHC is HLA-DPA10201-DPB11401 with pseudo-sequence HLA-DPA10201-DPB11401. The peptide sequence is STWYGKPTGAGPKDN. (8) The peptide sequence is ILVLILAHPSKRSQK. The MHC is DRB1_1101 with pseudo-sequence DRB1_1101. The binding affinity (normalized) is 0.750. (9) The peptide sequence is LPKPPKPVSKMRMATPLLMGALPM. The MHC is DRB5_0101 with pseudo-sequence DRB5_0101. The binding affinity (normalized) is 0.683.